From a dataset of Experimentally validated miRNA-target interactions with 360,000+ pairs, plus equal number of negative samples. Binary Classification. Given a miRNA mature sequence and a target amino acid sequence, predict their likelihood of interaction. (1) The miRNA is mmu-miR-3060-3p with sequence CCAUAGCACAGAAGCACUCCCA. The protein sequence of the target gene is MALLCGLGQVTLRLWVPLPFQSENRIGFLAAGAFLRSGGMEALTTQLGPGREGSSSPNSKQELQPYSGSSALKPNQVGETSLYGVPIVSLVIDGQERLCLAQISNTLLKNYSYNEIHNRRVALGITCVQCTPVQLEILRRAGAMPISSRRCGMITKREAERLCKSFLGEHKPPKLPENFAFDVVHECAWGSRGSFIPARYNSSRAKCIKCGYCSMYFSPNKFIFHSHRTPDAKYTQPDAANFNSWRRHLKLSDKSATDELSHAWEDVKAMFNGGTRKRTFSLQGGGGGGANSGSGGAGKG.... Result: 0 (no interaction). (2) The miRNA is hsa-miR-30c-2-3p with sequence CUGGGAGAAGGCUGUUUACUCU. The protein sequence of the target gene is MEEEEYEQIPQENPPEELSQDPVLELSGGLREKEQKTPRRLRLILMGKTGSGKSATGNSILGRDVFESKLSTRPVTKTSQRRSREWAGKELEVIDTPNILSPQVSPEVADAICQAIVLSAPGPHAVLLVTQLGRFTDEDQQVVRRLQEVFGVGVLGHTILVFTRKEDLAGGSLEDYVRETNNQALAWLDVTLARRHCGFNNRAQGEEQEAQLRELMEKVEAIMWENEGDYYSNKAYQYTQQNFRLKELQERQVSQGQGSEDVPGEESWLEGLSQIQKESEEAHRCLLGKADL. Result: 0 (no interaction). (3) The miRNA is hsa-miR-7161-5p with sequence UAAAGACUGUAGAGGCAACUGGU. The protein sequence of the target gene is MRAFCTVSAPLEVCASSAEQLSPGSRFLALRLLGQQQPKTLYFLVDAKSRVREVYTQTCLHFATQGMLDTELFGLAVLIDGEYMFADPESKLSKYGPKSWRSSHTHGLDANGRPLLELHFRVQFYIESPFMLKDETSRHNYYLQLRHNILQRDLPREQAEQALVFLAGLALQADLGDAPPGTSNSKDDSGEETSASPSNGGRGLSATTTLPKISKRANERMLRLSTYVASTSKRETIPLPPSLPPNGADYYRIEDYLPSGLHTPWARSAMRACHREHLGMATAEAELLYIQQACSLHETI.... Result: 0 (no interaction). (4) The miRNA is hsa-miR-6797-5p with sequence AGGAGGGAAGGGGCUGAGAACAGGA. The protein sequence of the target gene is MNPEYDYLFKLLLIGDSGVGKSCLLLRFADDTYTESYISTIGVDFKIRTIELDGKTIKLQIWDTAGQERFRTITSSYYRGAHGIIVVYDVTDQESYANVKQWLQEIDRYASENVNKLLVGNKSDLTTKKVVDNTTAKEFADSLGIPFLETSAKNATNVEQAFMTMAAEIKKRMGPGAASGGERPNLKIDSTPVKPAGGGCC. Result: 1 (interaction).